This data is from Peptide-MHC class II binding affinity with 134,281 pairs from IEDB. The task is: Regression. Given a peptide amino acid sequence and an MHC pseudo amino acid sequence, predict their binding affinity value. This is MHC class II binding data. (1) The peptide sequence is IAGYKTFDGRGAQVY. The MHC is DRB4_0101 with pseudo-sequence DRB4_0103. The binding affinity (normalized) is 0.154. (2) The peptide sequence is NKEVDRLMSMKSIQK. The MHC is DRB1_1302 with pseudo-sequence DRB1_1302. The binding affinity (normalized) is 0.300.